From a dataset of Forward reaction prediction with 1.9M reactions from USPTO patents (1976-2016). Predict the product of the given reaction. Given the reactants [Br:1][C:2]1[C:3]([NH2:9])=[N:4][C:5](Cl)=[N:6][CH:7]=1.[Cl:10][C:11]1[CH:16]=[C:15]([Cl:17])[CH:14]=[CH:13][C:12]=1[CH2:18][NH:19][C:20]([CH:22]1[CH2:27][CH2:26][NH:25][CH2:24][CH2:23]1)=[O:21].[OH-].[Na+], predict the reaction product. The product is: [NH2:9][C:3]1[C:2]([Br:1])=[CH:7][N:6]=[C:5]([N:25]2[CH2:26][CH2:27][CH:22]([C:20]([NH:19][CH2:18][C:12]3[CH:13]=[CH:14][C:15]([Cl:17])=[CH:16][C:11]=3[Cl:10])=[O:21])[CH2:23][CH2:24]2)[N:4]=1.